From a dataset of Forward reaction prediction with 1.9M reactions from USPTO patents (1976-2016). Predict the product of the given reaction. (1) Given the reactants [NH2:1][C:2]1[C:3]([NH:8][CH2:9][C:10]([O:12][CH2:13][CH3:14])=[O:11])=[N:4][CH:5]=[CH:6][CH:7]=1.C1N=CN([C:20](N2C=NC=C2)=[O:21])C=1, predict the reaction product. The product is: [O:21]=[C:20]1[N:8]([CH2:9][C:10]([O:12][CH2:13][CH3:14])=[O:11])[C:3]2=[N:4][CH:5]=[CH:6][CH:7]=[C:2]2[NH:1]1. (2) Given the reactants C(OC(=O)[NH:10][CH:11]1[CH2:16][CH2:15][CH:14]([C:17]2[NH:18][C:19]([C:31]3[CH:36]=[CH:35][CH:34]=[C:33]([CH3:37])[N:32]=3)=[C:20]([C:22]3[CH:30]=[CH:29][C:25]4[O:26][CH2:27][O:28][C:24]=4[CH:23]=3)[N:21]=2)[CH2:13][CH2:12]1)C1C=CC=CC=1, predict the reaction product. The product is: [O:26]1[C:25]2[CH:29]=[CH:30][C:22]([C:20]3[N:21]=[C:17]([CH:14]4[CH2:15][CH2:16][CH:11]([NH2:10])[CH2:12][CH2:13]4)[NH:18][C:19]=3[C:31]3[CH:36]=[CH:35][CH:34]=[C:33]([CH3:37])[N:32]=3)=[CH:23][C:24]=2[O:28][CH2:27]1. (3) The product is: [CH3:28][O:29][C:30]1[CH:35]=[CH:34][C:33]([C:2]2[N:7]=[C:6]([N:8]3[CH2:13][CH2:12][N:11]([C:14]4[C:15]([CH3:27])=[C:16]([CH3:26])[C:17]5[O:21][C:20]([CH3:23])([CH3:22])[CH2:19][C:18]=5[C:24]=4[CH3:25])[CH2:10][CH2:9]3)[CH:5]=[CH:4][N:3]=2)=[CH:32][CH:31]=1. Given the reactants Cl[C:2]1[N:7]=[C:6]([N:8]2[CH2:13][CH2:12][N:11]([C:14]3[C:15]([CH3:27])=[C:16]([CH3:26])[C:17]4[O:21][C:20]([CH3:23])([CH3:22])[CH2:19][C:18]=4[C:24]=3[CH3:25])[CH2:10][CH2:9]2)[CH:5]=[CH:4][N:3]=1.[CH3:28][O:29][C:30]1[CH:35]=[CH:34][C:33](OB([O-])[O-])=[CH:32][CH:31]=1, predict the reaction product. (4) Given the reactants [NH:1]1[CH:5]=[CH:4][C:3]([CH:6]=[CH:7][C:8]#[N:9])=[CH:2]1.[H-].[Na+].[CH3:12]I, predict the reaction product. The product is: [CH3:12][N:1]1[CH:5]=[CH:4][C:3]([CH:6]=[CH:7][C:8]#[N:9])=[CH:2]1. (5) Given the reactants [CH3:1][C:2]1[O:6][N:5]=[C:4]([C:7]2[CH:12]=[CH:11][CH:10]=[CH:9][CH:8]=2)[C:3]=1[CH2:13][O:14][C:15]1[CH:23]=[CH:22][C:18]([C:19]([OH:21])=O)=[CH:17][N:16]=1.Cl.[NH2:25][C@H:26]1[CH2:31][CH2:30][CH2:29][CH2:28][C@@H:27]1[OH:32], predict the reaction product. The product is: [OH:32][C@H:27]1[CH2:28][CH2:29][CH2:30][CH2:31][C@@H:26]1[NH:25][C:19](=[O:21])[C:18]1[CH:22]=[CH:23][C:15]([O:14][CH2:13][C:3]2[C:4]([C:7]3[CH:8]=[CH:9][CH:10]=[CH:11][CH:12]=3)=[N:5][O:6][C:2]=2[CH3:1])=[N:16][CH:17]=1. (6) Given the reactants [CH2:1]([O:8][C:9]([N:11]=[C:12]([C:18]([F:21])([F:20])[F:19])[C:13]([O:15][CH2:16][CH3:17])=[O:14])=[O:10])[C:2]1[CH:7]=[CH:6][CH:5]=[CH:4][CH:3]=1.[BH4-].[Na+], predict the reaction product. The product is: [CH2:1]([O:8][C:9]([NH:11][CH:12]([C:18]([F:19])([F:21])[F:20])[C:13]([O:15][CH2:16][CH3:17])=[O:14])=[O:10])[C:2]1[CH:3]=[CH:4][CH:5]=[CH:6][CH:7]=1. (7) Given the reactants [Cl:1][C:2]1[N:7]=[C:6]2[CH2:8][C:9](=[O:11])[NH:10][C:5]2=[CH:4][CH:3]=1.[N:12]1[CH:17]=[CH:16][C:15](/[CH:18]=[CH:19]/[C:20]2[C:28]3[C:23](=[CH:24][C:25]([CH:29]=O)=[CH:26][CH:27]=3)[NH:22][N:21]=2)=[CH:14][CH:13]=1, predict the reaction product. The product is: [Cl:1][C:2]1[N:7]=[C:6]2[C:8](=[CH:29][C:25]3[CH:24]=[C:23]4[C:28]([C:20](/[CH:19]=[CH:18]/[C:15]5[CH:14]=[CH:13][N:12]=[CH:17][CH:16]=5)=[N:21][NH:22]4)=[CH:27][CH:26]=3)[C:9](=[O:11])[NH:10][C:5]2=[CH:4][CH:3]=1. (8) Given the reactants ClN1C(=O)N(Cl)C(=O)N(Cl)C1=O.[Cl:28][C:25]1[CH:26]=[CH:27][C:22]([S:21][S:21][C:22]2[CH:27]=[CH:26][C:25]([Cl:28])=[CH:24][CH:23]=2)=[CH:23][CH:24]=1.[N+:29]([C:32]1[CH:40]=[CH:39][CH:38]=[C:37]2[C:33]=1[CH:34]=[C:35]([CH3:47])[N:36]2[CH2:41][C:42]([O:44][CH2:45][CH3:46])=[O:43])([O-:31])=[O:30], predict the reaction product. The product is: [Cl:28][C:25]1[CH:24]=[CH:23][C:22]([S:21][C:34]2[C:33]3[C:37](=[CH:38][CH:39]=[CH:40][C:32]=3[N+:29]([O-:31])=[O:30])[N:36]([CH2:41][C:42]([O:44][CH2:45][CH3:46])=[O:43])[C:35]=2[CH3:47])=[CH:27][CH:26]=1. (9) Given the reactants C(OC([N:8]([CH2:11][C:12]1[C:13]([CH3:41])=[C:14]([C:18]2[CH:19]=[C:20]3[C:24](=[CH:25][CH:26]=2)[N:23](C2CCCCO2)[N:22]=[C:21]3[C:33]2[NH:34][C:35]([C:38]([OH:40])=[O:39])=[CH:36][N:37]=2)[CH:15]=[N:16][CH:17]=1)[CH2:9][CH3:10])=O)(C)(C)C, predict the reaction product. The product is: [CH2:9]([NH:8][CH2:11][C:12]1[C:13]([CH3:41])=[C:14]([C:18]2[CH:19]=[C:20]3[C:24](=[CH:25][CH:26]=2)[NH:23][N:22]=[C:21]3[C:33]2[NH:34][C:35]([C:38]([OH:40])=[O:39])=[CH:36][N:37]=2)[CH:15]=[N:16][CH:17]=1)[CH3:10].